This data is from Reaction yield outcomes from USPTO patents with 853,638 reactions. The task is: Predict the reaction yield, written as a fraction of the theoretical maximum amount of product (1.0 means a 100% yield; for example, 0.34 means a 34% yield). The reactants are [CH3:1][Mg]Cl.CON(C)[C:7](=[O:16])[CH2:8][C:9]1[CH:14]=[CH:13][CH:12]=[CH:11][C:10]=1[CH3:15]. The catalyst is C1COCC1. The product is [C:10]1([CH3:15])[CH:11]=[CH:12][CH:13]=[CH:14][C:9]=1[CH2:8][C:7](=[O:16])[CH3:1]. The yield is 0.800.